Dataset: Reaction yield outcomes from USPTO patents with 853,638 reactions. Task: Predict the reaction yield, written as a fraction of the theoretical maximum amount of product (1.0 means a 100% yield; for example, 0.34 means a 34% yield). The product is [CH3:1][C:2]1[C:10]2[C:6](=[CH:7][N:8]([CH2:38][O:37][CH2:36][CH2:35][Si:34]([CH3:41])([CH3:40])[CH3:33])[N:9]=2)[CH:5]=[C:4]([CH2:11][CH:12]=[CH:13][C:14]([O:16][CH2:17][CH3:18])=[O:15])[CH:3]=1. The yield is 0.930. The reactants are [CH3:1][C:2]1[CH:3]=[C:4]([CH2:11][CH:12]=[CH:13][C:14]([O:16][CH2:17][CH3:18])=[O:15])[CH:5]=[C:6]2[C:10]=1[NH:9][N:8]=[CH:7]2.C1(C(N)C2CCCCC2)CCCCC1.[CH3:33][Si:34]([CH3:41])([CH3:40])[CH2:35][CH2:36][O:37][CH2:38]Cl. The catalyst is O1CCCC1.